From a dataset of Peptide-MHC class I binding affinity with 185,985 pairs from IEDB/IMGT. Regression. Given a peptide amino acid sequence and an MHC pseudo amino acid sequence, predict their binding affinity value. This is MHC class I binding data. (1) The peptide sequence is PYDCKELRL. The MHC is HLA-A68:02 with pseudo-sequence HLA-A68:02. The binding affinity (normalized) is 0.0847. (2) The peptide sequence is ELIKAMNHF. The MHC is HLA-A25:01 with pseudo-sequence HLA-A25:01. The binding affinity (normalized) is 0.728.